Dataset: Catalyst prediction with 721,799 reactions and 888 catalyst types from USPTO. Task: Predict which catalyst facilitates the given reaction. (1) Reactant: Cl.[CH3:2][C:3]1[C:11]2[C:6](=[CH:7][CH:8]=[CH:9][CH:10]=2)[CH2:5][C:4]=1[CH2:12][NH:13][CH3:14].C(N(CC)CC)C.[C:22](Cl)(=[O:25])[CH:23]=[CH2:24].O. Product: [CH3:14][N:13]([CH2:12][C:4]1[CH2:5][C:6]2[C:11]([C:3]=1[CH3:2])=[CH:10][CH:9]=[CH:8][CH:7]=2)[C:22](=[O:25])[CH:23]=[CH2:24]. The catalyst class is: 2. (2) Reactant: [CH3:1][CH:2]([CH3:11])[CH2:3][C:4](=O)[CH2:5][C:6]([O:8][CH3:9])=[O:7].C([O-])(=O)C.[NH4+:16]. Product: [C:6]([OH:8])(=[O:7])[CH3:5].[NH2:16][CH:4]([CH2:3][CH:2]([CH3:11])[CH3:1])[CH2:5][C:6]([O:8][CH3:9])=[O:7]. The catalyst class is: 5. (3) Reactant: [Br:1][C:2]1[CH:3]=[C:4]([CH:8]=[C:9]([Br:13])[C:10]=1[CH2:11][NH2:12])[C:5](N)=[O:6].[OH-:14].[Na+].Cl. Product: [Br:1][C:2]1[CH:3]=[C:4]([C:5]([OH:14])=[O:6])[CH:8]=[C:9]([Br:13])[C:10]=1[CH2:11][NH2:12]. The catalyst class is: 5. (4) Reactant: Cl[C:2]([O:4][CH3:5])=[O:3].[C:6]([C:8]1[CH:9]=[C:10]([NH:14][C:15]([C:17]2[CH:18]=[C:19]([C:24]3[CH:29]=[CH:28][C:27]([F:30])=[CH:26][C:25]=3[F:31])[CH:20]=[CH:21]C=2O)=[O:16])[CH:11]=[CH:12][CH:13]=1)#[N:7]. Product: [F:31][C:25]1[CH:26]=[C:27]([F:30])[CH:28]=[CH:29][C:24]=1[C:19]1[CH:20]=[CH:21][C:5]2[O:4][C:2](=[O:3])[N:14]([C:10]3[CH:9]=[C:8]([CH:13]=[CH:12][CH:11]=3)[C:6]#[N:7])[C:15](=[O:16])[C:17]=2[CH:18]=1. The catalyst class is: 860.